From a dataset of Forward reaction prediction with 1.9M reactions from USPTO patents (1976-2016). Predict the product of the given reaction. Given the reactants [Cl:1][C:2]1[C:7]([C:8]2[CH:13]=[CH:12][CH:11]=[CH:10][CH:9]=2)=[N:6][N:5]=[C:4]2[N:14](C=C)[N:15]=[C:16]([C:17]3[CH:22]=[CH:21][CH:20]=[CH:19][CH:18]=3)[C:3]=12.[Mn]([O-])(=O)(=O)=O.[K+], predict the reaction product. The product is: [Cl:1][C:2]1[C:7]([C:8]2[CH:9]=[CH:10][CH:11]=[CH:12][CH:13]=2)=[N:6][N:5]=[C:4]2[NH:14][N:15]=[C:16]([C:17]3[CH:18]=[CH:19][CH:20]=[CH:21][CH:22]=3)[C:3]=12.